Predict the product of the given reaction. From a dataset of Forward reaction prediction with 1.9M reactions from USPTO patents (1976-2016). (1) The product is: [C:4]1([C@H:7]2[C:8]3[C:13](=[CH:12][CH:11]=[CH:10][CH:9]=3)[CH2:14][CH2:15][N:16]2[C:17]([O:19][CH2:20][CH3:21])=[O:18])[CH:3]=[CH:2][CH:1]=[CH:6][CH:5]=1. Given the reactants [CH:1]1[CH:2]=[CH:3][C:4]([C@@H:7]2[N:16]([C:17]([O:19][C@@H:20]3C4CCN(CC4)[CH2:21]3)=[O:18])[CH2:15][CH2:14][C:13]3[CH:12]=[CH:11][CH:10]=[CH:9][C:8]2=3)=[CH:5][CH:6]=1.C1([C@H]2C3C(=CC=CC=3)CCN2)C=CC=CC=1.ClC(OCC)=O, predict the reaction product. (2) Given the reactants [NH2:1][C:2]1[CH:3]=[C:4]([N:8]2[C:17]3[CH:16]=[CH:15][C:14]4[CH2:18][CH2:19][CH2:20][CH2:21][C:13]=4[C:12]=3[NH:11][C:10](=[O:22])[C:9]2=[O:23])[CH:5]=[CH:6][CH:7]=1.[S:24]1[CH:28]=[CH:27][CH:26]=[C:25]1[S:29](Cl)(=[O:31])=[O:30], predict the reaction product. The product is: [O:22]=[C:10]1[NH:11][C:12]2[C:13]3[CH2:21][CH2:20][CH2:19][CH2:18][C:14]=3[CH:15]=[CH:16][C:17]=2[N:8]([C:4]2[CH:3]=[C:2]([NH:1][S:29]([C:25]3[S:24][CH:28]=[CH:27][CH:26]=3)(=[O:31])=[O:30])[CH:7]=[CH:6][CH:5]=2)[C:9]1=[O:23]. (3) The product is: [C:1]1([CH3:24])[CH:2]=[CH:3][C:4]([C:7]2[N:8]=[C:9]3[C:14](=[CH:15][C:16]=2[C:17]2[CH:22]=[CH:21][C:20]([CH3:23])=[CH:19][CH:18]=2)[N:13]([CH2:26][CH2:27][CH2:28][CH2:29][CH2:30][CH2:31][C:32]([O:34][CH2:35][CH3:36])=[O:33])[CH2:12][CH2:11][CH2:10]3)=[CH:5][CH:6]=1. Given the reactants [C:1]1([CH3:24])[CH:6]=[CH:5][C:4]([C:7]2[N:8]=[C:9]3[C:14](=[CH:15][C:16]=2[C:17]2[CH:22]=[CH:21][C:20]([CH3:23])=[CH:19][CH:18]=2)[NH:13][CH2:12][CH2:11][CH2:10]3)=[CH:3][CH:2]=1.O=[CH:26][CH2:27][CH2:28][CH2:29][CH2:30][CH2:31][C:32]([O:34][CH2:35][CH3:36])=[O:33].C(O[BH-](OC(=O)C)OC(=O)C)(=O)C.[Na+].CO, predict the reaction product. (4) Given the reactants [F:1][C:2]([F:47])([F:46])[C:3]1[CH:4]=[C:5]([CH:39]=[C:40]([C:42]([F:45])([F:44])[F:43])[CH:41]=1)[CH2:6][N:7]([CH2:20][C:21]1[CH:26]=[C:25]([C:27]([F:30])([F:29])[F:28])[CH:24]=[CH:23][C:22]=1OS(C(F)(F)F)(=O)=O)[C:8]1[N:13]=[CH:12][C:11]([N:14]2[CH2:19][CH2:18][O:17][CH2:16][CH2:15]2)=[CH:10][N:9]=1.[CH2:48]([O:55][C:56]1[CH:61]=[CH:60][CH:59]=[CH:58][C:57]=1B(O)O)[C:49]1[CH:54]=[CH:53][CH:52]=[CH:51][CH:50]=1.C(=O)([O-])[O-].[Cs+].[Cs+].O, predict the reaction product. The product is: [CH2:48]([O:55][C:56]1[CH:61]=[CH:60][CH:59]=[CH:58][C:57]=1[C:22]1[CH:23]=[CH:24][C:25]([C:27]([F:30])([F:29])[F:28])=[CH:26][C:21]=1[CH2:20][N:7]([CH2:6][C:5]1[CH:39]=[C:40]([C:42]([F:43])([F:44])[F:45])[CH:41]=[C:3]([C:2]([F:47])([F:1])[F:46])[CH:4]=1)[C:8]1[N:13]=[CH:12][C:11]([N:14]2[CH2:15][CH2:16][O:17][CH2:18][CH2:19]2)=[CH:10][N:9]=1)[C:49]1[CH:54]=[CH:53][CH:52]=[CH:51][CH:50]=1. (5) Given the reactants [Cl:1][C:2]1[CH:3]=[CH:4][C:5]([OH:33])=[C:6]([C:8]2[C:12]([C:13]#[C:14][C:15]3[CH:20]=[CH:19][C:18]([NH:21][C:22]([C@H:24]4[CH2:29][CH2:28][CH2:27][CH2:26][NH:25]4)=[O:23])=[CH:17][CH:16]=3)=[CH:11][N:10]([CH2:30][CH2:31][OH:32])[N:9]=2)[CH:7]=1.[N:34]([C:47]([O:49][C:50]([CH3:53])([CH3:52])[CH3:51])=[O:48])([CH3:46])[C@H:35]([C:43](O)=[O:44])[CH2:36][C:37]1[CH:42]=[CH:41][CH:40]=[CH:39][CH:38]=1.C1COCC1.C(N=C=NC(C)C)(C)C, predict the reaction product. The product is: [C:50]([O:49][C:47](=[O:48])[N:34]([C@@H:35]([CH2:36][C:37]1[CH:42]=[CH:41][CH:40]=[CH:39][CH:38]=1)[C:43]([N:25]1[CH2:26][CH2:27][CH2:28][CH2:29][C@@H:24]1[C:22](=[O:23])[NH:21][C:18]1[CH:17]=[CH:16][C:15]([C:14]#[C:13][C:12]2[C:8]([C:6]3[CH:7]=[C:2]([Cl:1])[CH:3]=[CH:4][C:5]=3[OH:33])=[N:9][N:10]([CH2:30][CH2:31][OH:32])[CH:11]=2)=[CH:20][CH:19]=1)=[O:44])[CH3:46])([CH3:53])([CH3:51])[CH3:52]. (6) Given the reactants Cl.[Cl:2][C:3]1[CH:4]=[C:5]([CH2:9][CH2:10][NH:11][C:12]([C:14]2[N:15]=[C:16]([CH2:19][NH2:20])[S:17][CH:18]=2)=[O:13])[CH:6]=[CH:7][CH:8]=1.[F:21][C:22]([F:33])([F:32])[O:23][C:24]1[CH:31]=[CH:30][C:27]([CH2:28]N)=[CH:26][CH:25]=1.C([BH3-])#N.[Na+], predict the reaction product. The product is: [ClH:2].[Cl:2][C:3]1[CH:4]=[C:5]([CH2:9][CH2:10][NH:11][C:12]([C:14]2[N:15]=[C:16]([CH2:19][NH:20][CH2:28][C:27]3[CH:30]=[CH:31][C:24]([O:23][C:22]([F:21])([F:32])[F:33])=[CH:25][CH:26]=3)[S:17][CH:18]=2)=[O:13])[CH:6]=[CH:7][CH:8]=1.